This data is from Forward reaction prediction with 1.9M reactions from USPTO patents (1976-2016). The task is: Predict the product of the given reaction. (1) Given the reactants [Cl:1][C:2]1[N:6]([C:7]2[CH:12]=[CH:11][C:10](F)=[CH:9][C:8]=2F)[N:5]=[CH:4][N:3]=1.[Cl:15]C1C=CC=CC=1N1C=NC=N1.C([Li])CCC.ClC(Cl)(Cl)C(Cl)(Cl)Cl, predict the reaction product. The product is: [Cl:1][C:2]1[N:6]([C:7]2[CH:12]=[CH:11][CH:10]=[CH:9][C:8]=2[Cl:15])[N:5]=[CH:4][N:3]=1. (2) Given the reactants [F:1][C:2]1[CH:7]=[C:6]([CH:8]=O)[CH:5]=[CH:4][C:3]=1[C:10]1[CH:15]=[CH:14][CH:13]=[C:12]([C:16]([NH2:18])=[O:17])[CH:11]=1.[C:19]([CH:23]1[CH2:28][CH2:27][CH:26]([NH2:29])[CH2:25][CH2:24]1)([CH3:22])([CH3:21])[CH3:20].C(O)(=O)C.C(O[BH-](OC(=O)C)OC(=O)C)(=O)C.[Na+], predict the reaction product. The product is: [C:19]([C@@H:23]1[CH2:24][CH2:25][C@H:26]([NH:29][CH2:8][C:6]2[CH:5]=[CH:4][C:3]([C:10]3[CH:15]=[CH:14][CH:13]=[C:12]([C:16]([NH2:18])=[O:17])[CH:11]=3)=[C:2]([F:1])[CH:7]=2)[CH2:27][CH2:28]1)([CH3:22])([CH3:20])[CH3:21]. (3) Given the reactants [F:1][C:2]1[CH:3]=[C:4]([NH2:31])[CH:5]=[CH:6][C:7]=1[O:8][C:9]1[C:18]2[C:13](=[CH:14][C:15]([O:21][CH2:22][CH2:23][CH2:24][N:25]3[CH2:30][CH2:29][O:28][CH2:27][CH2:26]3)=[C:16]([O:19][CH3:20])[CH:17]=2)[N:12]=[CH:11][CH:10]=1.[H-].[Na+].F[C:35]1[C:40]([C:41]2[CH:46]=[CH:45][CH:44]=[CH:43][N:42]=2)=[CH:39][CH:38]=[CH:37][N:36]=1.O, predict the reaction product. The product is: [F:1][C:2]1[CH:3]=[C:4]([NH:31][C:35]2[C:40]([C:41]3[CH:46]=[CH:45][CH:44]=[CH:43][N:42]=3)=[CH:39][CH:38]=[CH:37][N:36]=2)[CH:5]=[CH:6][C:7]=1[O:8][C:9]1[C:18]2[C:13](=[CH:14][C:15]([O:21][CH2:22][CH2:23][CH2:24][N:25]3[CH2:30][CH2:29][O:28][CH2:27][CH2:26]3)=[C:16]([O:19][CH3:20])[CH:17]=2)[N:12]=[CH:11][CH:10]=1. (4) The product is: [C:3]([C:5]1[C:6]([C:16]2[C:21]([F:22])=[CH:20][CH:19]=[CH:18][C:17]=2[F:23])=[N:7][O:8][C:9]=1[CH2:10][CH2:11][CH2:12][CH2:13][CH2:14][CH3:15])([OH:4])=[O:2]. Given the reactants C[O:2][C:3]([C:5]1[C:6]([C:16]2[C:21]([F:22])=[CH:20][CH:19]=[CH:18][C:17]=2[F:23])=[N:7][O:8][C:9]=1[CH2:10][CH2:11][CH2:12][CH2:13][CH2:14][CH3:15])=[O:4].[OH-].[Na+].Cl, predict the reaction product.